This data is from Catalyst prediction with 721,799 reactions and 888 catalyst types from USPTO. The task is: Predict which catalyst facilitates the given reaction. (1) Product: [CH2:1]([NH:8][C:9]1[C:14]([C:15]([NH2:17])=[O:16])=[CH:13][N:12]=[C:11]([NH:19][C:20]2[CH:25]=[CH:24][CH:23]=[CH:22][CH:21]=2)[N:10]=1)[C:2]1[CH:7]=[CH:6][CH:5]=[CH:4][CH:3]=1. The catalyst class is: 1. Reactant: [CH2:1]([NH:8][C:9]1[C:14]([C:15]([NH2:17])=[O:16])=[CH:13][N:12]=[C:11](Cl)[N:10]=1)[C:2]1[CH:7]=[CH:6][CH:5]=[CH:4][CH:3]=1.[NH2:19][C:20]1[CH:25]=[CH:24][CH:23]=[CH:22][CH:21]=1.S(Cl)(C1C=CC(C)=CC=1)(=O)=O.C(=O)(O)[O-].[Na+]. (2) Reactant: [F:1][C:2]1[CH:3]=[C:4]([CH:26]=[CH:27][C:28]=1[F:29])[CH2:5][N:6]1[CH:11]=[CH:10][CH:9]=[C:8]([C:12]([NH:14][C@@H:15]([C:20]2[S:21][CH:22]=[CH:23][CH:24]=2)[CH2:16][C:17]([OH:19])=[O:18])=[O:13])[C:7]1=[O:25].[CH3:30]O.S(Cl)(Cl)=O. Product: [CH3:30][O:18][C:17](=[O:19])[CH2:16][C@@H:15]([NH:14][C:12]([C:8]1[C:7](=[O:25])[N:6]([CH2:5][C:4]2[CH:26]=[CH:27][C:28]([F:29])=[C:2]([F:1])[CH:3]=2)[CH:11]=[CH:10][CH:9]=1)=[O:13])[C:20]1[S:21][CH:22]=[CH:23][CH:24]=1. The catalyst class is: 2. (3) Reactant: [Cl:1][C:2]1[CH:3]=[C:4]2[C:8](=[CH:9][CH:10]=1)[C:7](=[O:11])[N:6]([C:12]1[CH:13]=[N:14][CH:15]=[C:16](I)[CH:17]=1)[C:5]2([CH3:20])[CH3:19].[C:21]([O:25][C:26]([N:28]1[CH2:31][CH:30]([NH:32][CH3:33])[CH2:29]1)=[O:27])([CH3:24])([CH3:23])[CH3:22].C(O[Na])(C)(C)C.O. The catalyst class is: 231. Product: [C:21]([O:25][C:26]([N:28]1[CH2:29][CH:30]([N:32]([C:16]2[CH:15]=[N:14][CH:13]=[C:12]([N:6]3[C:7](=[O:11])[C:8]4[C:4](=[CH:3][C:2]([Cl:1])=[CH:10][CH:9]=4)[C:5]3([CH3:20])[CH3:19])[CH:17]=2)[CH3:33])[CH2:31]1)=[O:27])([CH3:24])([CH3:23])[CH3:22].